Dataset: Catalyst prediction with 721,799 reactions and 888 catalyst types from USPTO. Task: Predict which catalyst facilitates the given reaction. (1) Reactant: [Cl:1][CH2:2][CH2:3][CH2:4][C:5]([C:7]1[CH:12]=[CH:11][C:10]([C:13]([CH3:18])([CH3:17])[C:14]([OH:16])=[O:15])=[CH:9][CH:8]=1)=[O:6].[CH3:19]O. Product: [Cl:1][CH2:2][CH2:3][CH2:4][C:5]([C:7]1[CH:12]=[CH:11][C:10]([C:13]([CH3:18])([CH3:17])[C:14]([O:16][CH3:19])=[O:15])=[CH:9][CH:8]=1)=[O:6]. The catalyst class is: 33. (2) Reactant: [CH2:1]([CH:3]([NH:6][C:7](=[O:21])[C:8]1[CH:13]=[CH:12][C:11]([N:14]2[CH2:19][CH2:18][NH:17][CH2:16][CH2:15]2)=[C:10]([F:20])[CH:9]=1)[CH2:4][CH3:5])[CH3:2].Br[CH:23]([C:29]1[CH:34]=[CH:33][CH:32]=[CH:31][CH:30]=1)[C:24]([NH:26][CH2:27][CH3:28])=[O:25].C([O-])([O-])=O.[K+].[K+].O. Product: [CH2:27]([NH:26][C:24]([CH:23]([C:29]1[CH:34]=[CH:33][CH:32]=[CH:31][CH:30]=1)[N:17]1[CH2:18][CH2:19][N:14]([C:11]2[CH:12]=[CH:13][C:8]([C:7]([NH:6][CH:3]([CH2:4][CH3:5])[CH2:1][CH3:2])=[O:21])=[CH:9][C:10]=2[F:20])[CH2:15][CH2:16]1)=[O:25])[CH3:28]. The catalyst class is: 3. (3) Reactant: [C:1]([C:5]1[S:9][C:8]([C:10]([O-:12])=O)=[N:7][N:6]=1)([CH3:4])([CH3:3])[CH3:2].[Li+].CN(C(ON1N=NC2C=CC=NC1=2)=[N+](C)C)C.F[P-](F)(F)(F)(F)F.[NH2:38][C:39]1[CH:40]=[C:41]([S:45]([NH2:48])(=[O:47])=[O:46])[CH:42]=[CH:43][CH:44]=1. Product: [C:1]([C:5]1[S:9][C:8]([C:10]([NH:38][C:39]2[CH:44]=[CH:43][CH:42]=[C:41]([S:45](=[O:47])(=[O:46])[NH2:48])[CH:40]=2)=[O:12])=[N:7][N:6]=1)([CH3:2])([CH3:3])[CH3:4]. The catalyst class is: 18. (4) Reactant: [Br:1][C:2]1[CH:3]=[C:4]([CH:8]=[CH:9][C:10]=1[O:11][C:12]([F:15])([F:14])[F:13])[C:5]([OH:7])=O.[NH2:16][C:17]1[CH:22]=[CH:21][C:20]([N:23]2[CH2:28][CH2:27][O:26][CH2:25][CH2:24]2)=[CH:19][CH:18]=1.CCN=C=NCCCN(C)C.C1C=CC2N(O)N=NC=2C=1.CN1CCOCC1. The catalyst class is: 18. Product: [Br:1][C:2]1[CH:3]=[C:4]([CH:8]=[CH:9][C:10]=1[O:11][C:12]([F:15])([F:14])[F:13])[C:5]([NH:16][C:17]1[CH:18]=[CH:19][C:20]([N:23]2[CH2:28][CH2:27][O:26][CH2:25][CH2:24]2)=[CH:21][CH:22]=1)=[O:7]. (5) Reactant: [H-].[Al+3].[Li+].[H-].[H-].[H-].CCOCC.C[O:13][C:14](=O)[C:15]1[CH:20]=[CH:19][C:18]([CH2:21][C:22]2[NH:26][N:25]=[N:24][N:23]=2)=[CH:17][CH:16]=1. Product: [NH:26]1[C:22]([CH2:21][C:18]2[CH:19]=[CH:20][C:15]([CH2:14][OH:13])=[CH:16][CH:17]=2)=[N:23][N:24]=[N:25]1. The catalyst class is: 1. (6) Reactant: Br[C:2]1[CH:3]=[C:4]2[C:8](=[CH:9][CH:10]=1)[N:7]([C:11](=[O:19])[CH2:12][C:13]1[CH:18]=[CH:17][CH:16]=[CH:15][CH:14]=1)[CH2:6][CH2:5]2.CC1(C)C(C)(C)OB([C:28]2[CH:33]=[CH:32][N:31]=[CH:30][CH:29]=2)O1.ClCCl.P([O-])([O-])([O-])=O.[K+].[K+].[K+]. Product: [C:13]1([CH2:12][C:11]([N:7]2[C:8]3[C:4](=[CH:3][C:2]([C:28]4[CH:33]=[CH:32][N:31]=[CH:30][CH:29]=4)=[CH:10][CH:9]=3)[CH2:5][CH2:6]2)=[O:19])[CH:18]=[CH:17][CH:16]=[CH:15][CH:14]=1. The catalyst class is: 438. (7) Reactant: [NH:1]1[CH2:6][CH2:5][NH:4][CH2:3][CH2:2]1.[Cl:7][C:8]1[CH:13]=[C:12]([O:14][CH2:15][CH3:16])[CH:11]=[CH:10][N:9]=1. Product: [ClH:7].[CH2:15]([O:14][C:12]1[CH:11]=[CH:10][N:9]=[C:8]([N:1]2[CH2:6][CH2:5][NH:4][CH2:3][CH2:2]2)[CH:13]=1)[CH3:16]. The catalyst class is: 51. (8) Reactant: [NH:1]1[CH2:4][CH:3]([N:5]2[C:9]3=[N:10][CH:11]=[N:12][C:13]([NH2:14])=[C:8]3[C:7]([C:15]3[CH:20]=[CH:19][C:18]([O:21][C:22]4[CH:27]=[CH:26][CH:25]=[CH:24][CH:23]=4)=[CH:17][CH:16]=3)=[N:6]2)[CH2:2]1.[CH3:28][N:29]1[CH:33]=[CH:32][N:31]=[C:30]1[C:34](O)=O.C(O)(=O)C.C(O[BH-](OC(=O)C)OC(=O)C)(=O)C.[Na+]. Product: [CH3:28][N:29]1[CH:33]=[CH:32][N:31]=[C:30]1[CH2:34][N:1]1[CH2:2][CH:3]([N:5]2[C:9]3=[N:10][CH:11]=[N:12][C:13]([NH2:14])=[C:8]3[C:7]([C:15]3[CH:16]=[CH:17][C:18]([O:21][C:22]4[CH:27]=[CH:26][CH:25]=[CH:24][CH:23]=4)=[CH:19][CH:20]=3)=[N:6]2)[CH2:4]1. The catalyst class is: 68. (9) Reactant: [CH2:1]=[CH:2][C:3]1[CH:8]=[CH:7][CH:6]=[CH:5][CH:4]=1.[CH:9]([C:11]1[CH:16]=[CH:15][C:14]([S:17]([OH:20])(=[O:19])=[O:18])=[CH:13][CH:12]=1)=[CH2:10].N(C(C)(CC(C)C)C#N)=NC(C)(CC(C)C)C#N. Product: [CH2:1]=[CH:2][C:3]1[CH:8]=[CH:7][CH:6]=[CH:5][CH:4]=1.[CH:3]1([O:19][S:17]([C:14]2[CH:13]=[CH:12][C:11]([CH:9]=[CH2:10])=[CH:16][CH:15]=2)(=[O:20])=[O:18])[CH2:8][CH2:7][CH2:6][CH2:5][CH2:4]1. The catalyst class is: 311. (10) Reactant: Cl.[CH3:2][O:3][C:4]1[CH:5]=[C:6]([NH:10][CH:11]([C:24]2[CH:29]=[CH:28][CH:27]=[CH:26][CH:25]=2)[C:12]([C:14]2[C:18]3[CH2:19][NH:20][CH2:21][CH2:22][C:17]=3[N:16]([CH3:23])[N:15]=2)=[O:13])[CH:7]=[CH:8][CH:9]=1.[CH2:30](N(CC)CC)C.C=O.C(O[BH-](OC(=O)C)OC(=O)C)(=O)C.[Na+]. Product: [CH3:23][N:16]1[C:17]2[CH2:22][CH2:21][N:20]([CH3:30])[CH2:19][C:18]=2[C:14]([C:12](=[O:13])[CH:11]([NH:10][C:6]2[CH:7]=[CH:8][CH:9]=[C:4]([O:3][CH3:2])[CH:5]=2)[C:24]2[CH:29]=[CH:28][CH:27]=[CH:26][CH:25]=2)=[N:15]1. The catalyst class is: 559.